This data is from Full USPTO retrosynthesis dataset with 1.9M reactions from patents (1976-2016). The task is: Predict the reactants needed to synthesize the given product. The reactants are: C([SiH](CC)CC)C.C([O:15][C:16]1[CH:21]=[CH:20][C:19]([N:22]2[C:30]3[C:25](=[CH:26][CH:27]=[CH:28][CH:29]=3)[C:24]([CH:31]=[N:32][OH:33])=[C:23]2[CH3:34])=[CH:18][C:17]=1[F:35])C1C=CC=CC=1.[Cl-].[NH4+].[F-].C([N+](CCCC)(CCCC)CCCC)CCC. Given the product [F:35][C:17]1[CH:18]=[C:19]([N:22]2[C:30]3[C:25](=[CH:26][CH:27]=[CH:28][CH:29]=3)[C:24]([CH:31]=[N:32][OH:33])=[C:23]2[CH3:34])[CH:20]=[CH:21][C:16]=1[OH:15], predict the reactants needed to synthesize it.